From a dataset of Catalyst prediction with 721,799 reactions and 888 catalyst types from USPTO. Predict which catalyst facilitates the given reaction. Reactant: C([N:9]1[C:17]2[C:12](=[CH:13][CH:14]=[CH:15][CH:16]=2)[C:11](=[C:18](Cl)[C:19]2[CH:24]=[CH:23][CH:22]=[CH:21][CH:20]=2)[C:10]1=[O:26])(=O)C1C=CC=CC=1.[NH2:27][C:28]1[CH:29]=[C:30]([CH:34]=[CH:35][CH:36]=1)[C:31]([NH2:33])=[O:32].[OH-].[Na+]. Product: [NH2:33][C:31]([C:30]1[CH:29]=[C:28]([NH:27]/[C:18](=[C:11]2\[C:10](=[O:26])[NH:9][C:17]3[C:12]\2=[CH:13][CH:14]=[CH:15][CH:16]=3)/[C:19]2[CH:20]=[CH:21][CH:22]=[CH:23][CH:24]=2)[CH:36]=[CH:35][CH:34]=1)=[O:32]. The catalyst class is: 36.